Task: Predict the reaction yield, written as a fraction of the theoretical maximum amount of product (1.0 means a 100% yield; for example, 0.34 means a 34% yield).. Dataset: Reaction yield outcomes from USPTO patents with 853,638 reactions (1) The product is [CH3:19][C:20]([CH3:25])([CH3:24])[CH2:21][CH2:22][NH:23][CH2:1][C:3]1[CH:18]=[CH:17][C:6]([O:7][C:8]2[N:9]=[CH:10][C:11]([C:14]([NH2:16])=[O:15])=[N:12][CH:13]=2)=[CH:5][CH:4]=1. The reactants are [CH:1]([C:3]1[CH:18]=[CH:17][C:6]([O:7][C:8]2[N:9]=[CH:10][C:11]([C:14]([NH2:16])=[O:15])=[N:12][CH:13]=2)=[CH:5][CH:4]=1)=O.[CH3:19][C:20]([CH3:25])([CH3:24])[CH2:21][CH2:22][NH2:23].[BH4-].[Na+]. The catalyst is CO. The yield is 0.338. (2) The product is [CH2:11]([N:18]1[CH2:22][CH2:21][C@@H:20]([N:23]([C:34]([O:36][C:37]([CH3:40])([CH3:39])[CH3:38])=[O:35])[C:24]2[N:25]=[CH:26][C:27](/[CH:30]=[CH:50]/[C:51]([O:52][CH2:53][CH3:49])=[O:43])=[N:28][CH:29]=2)[CH2:19]1)[C:12]1[CH:17]=[CH:16][CH:15]=[CH:14][CH:13]=1. The reactants are [H-].C([Al+]CC(C)C)C(C)C.[CH2:11]([N:18]1[CH2:22][CH2:21][C@@H:20]([N:23]([C:34]([O:36][C:37]([CH3:40])([CH3:39])[CH3:38])=[O:35])[C:24]2[N:25]=[CH:26][C:27]([C:30](OC)=O)=[N:28][CH:29]=2)[CH2:19]1)[C:12]1[CH:17]=[CH:16][CH:15]=[CH:14][CH:13]=1.[Cl-].[NH4+].[O-:43]S([O-])(=O)=O.[Mg+2].[CH2:49]1[CH2:53][O:52][CH2:51][CH2:50]1. The yield is 0.730. The catalyst is CCCCCC. (3) The reactants are [NH:1]1[C:5]2[CH:6]=[CH:7][C:8]([C:10]([OH:12])=O)=[CH:9][C:4]=2[N:3]=[N:2]1.[NH:13]1[CH2:18][CH2:17][CH2:16][C@@H:15]2[C:19]3[CH:20]=[CH:21][CH:22]=[CH:23][C:24]=3[CH2:25][C@H:14]12.F[P-](F)(F)(F)(F)F.N1(OC(N(C)C)=[N+](C)C)C2N=CC=CC=2N=N1. No catalyst specified. The product is [NH:1]1[C:5]2[CH:6]=[CH:7][C:8]([C:10]([N:13]3[CH2:18][CH2:17][CH2:16][C@@H:15]4[C:19]5[CH:20]=[CH:21][CH:22]=[CH:23][C:24]=5[CH2:25][C@H:14]34)=[O:12])=[CH:9][C:4]=2[N:3]=[N:2]1. The yield is 0.190. (4) The reactants are [F:1][C:2]1[CH:3]=[CH:4][C:5]([O:9][CH2:10][C:11]([F:14])([F:13])[F:12])=[C:6]([CH:8]=1)[NH2:7].Cl.Cl[CH2:17][CH2:18][NH:19][CH2:20][CH2:21]Cl.[I-].[K+].C(=O)([O-])[O-].[K+].[K+]. The catalyst is C(O)CCC. The product is [F:1][C:2]1[CH:3]=[CH:4][C:5]([O:9][CH2:10][C:11]([F:12])([F:13])[F:14])=[C:6]([N:7]2[CH2:21][CH2:20][NH:19][CH2:18][CH2:17]2)[CH:8]=1. The yield is 0.140. (5) The product is [F:13][C:14]([F:22])([F:21])[CH2:15][CH:16]([CH3:20])[C:17]([NH:12][C:10]1[CH:9]=[N:8][N:7]([C:3]2[CH:2]=[N:1][CH:6]=[CH:5][CH:4]=2)[CH:11]=1)=[O:18]. The reactants are [N:1]1[CH:6]=[CH:5][CH:4]=[C:3]([N:7]2[CH:11]=[C:10]([NH2:12])[CH:9]=[N:8]2)[CH:2]=1.[F:13][C:14]([F:22])([F:21])[CH2:15][CH:16]([CH3:20])[C:17](O)=[O:18].Cl.CN(C)CCCN=C=NCC. The yield is 0.550. The catalyst is ClC(Cl)C. (6) The reactants are [Br:1][C:2]1[CH:3]=[C:4]2[C:9](=[CH:10][CH:11]=1)[NH:8][C:7]([CH3:13])([CH3:12])[CH:6]=[C:5]2[CH3:14].C([Li])CCC.[C:20]([O:24][C:25](O[C:25]([O:24][C:20]([CH3:23])([CH3:22])[CH3:21])=[O:26])=[O:26])([CH3:23])([CH3:22])[CH3:21].C(OC([O-])=O)([O-])=O. The catalyst is C1COCC1.C(OCC)(=O)C.C(Cl)Cl. The product is [Br:1][C:2]1[CH:3]=[C:4]2[C:9](=[CH:10][CH:11]=1)[N:8]([C:25]([O:24][C:20]([CH3:23])([CH3:22])[CH3:21])=[O:26])[C:7]([CH3:13])([CH3:12])[CH:6]=[C:5]2[CH3:14]. The yield is 0.667. (7) The reactants are [Br:1][C:2]1[CH:7]=[C:6]([O:8]CC2C=CC=CC=2)[CH:5]=[C:4]([F:16])[CH:3]=1.CN(C)C1C=CC=CC=1.[Cl-].[Al+3].[Cl-].[Cl-]. The catalyst is C(Cl)Cl. The product is [Br:1][C:2]1[CH:7]=[C:6]([OH:8])[CH:5]=[C:4]([F:16])[CH:3]=1. The yield is 0.920. (8) The reactants are [H-].[Na+].[Br:3][C:4]1[CH:9]=[CH:8][C:7]([C@H:10]([C:21]2[CH:26]=[CH:25][C:24]([Cl:27])=[CH:23][C:22]=2[CH3:28])[CH2:11][C:12]([C:14]2[CH:19]=[CH:18][N:17]=[C:16]([CH3:20])[CH:15]=2)=[O:13])=[CH:6][CH:5]=1.I[CH3:30]. The catalyst is O1CCCC1. The product is [Br:3][C:4]1[CH:9]=[CH:8][C:7]([C@H:10]([C:21]2[CH:26]=[CH:25][C:24]([Cl:27])=[CH:23][C:22]=2[CH3:28])[CH:11]([CH3:30])[C:12]([C:14]2[CH:19]=[CH:18][N:17]=[C:16]([CH3:20])[CH:15]=2)=[O:13])=[CH:6][CH:5]=1. The yield is 0.700. (9) The reactants are [NH2:1][C:2]1[CH:7]=[C:6]([C:8]([F:11])([F:10])[F:9])[C:5]([NH:12][C:13](=[O:22])[CH2:14][CH2:15][CH:16]2[CH2:21][CH2:20][CH2:19][CH2:18][CH2:17]2)=[C:4]([Br:23])[CH:3]=1.[Cl:24][C:25]1[S:29][C:28]([CH:30]=O)=[CH:27][CH:26]=1.C([BH3-])#N.[Na+].C(=O)(O)[O-].[Na+]. The catalyst is CO. The product is [Br:23][C:4]1[CH:3]=[C:2]([NH:1][CH2:30][C:28]2[S:29][C:25]([Cl:24])=[CH:26][CH:27]=2)[CH:7]=[C:6]([C:8]([F:10])([F:11])[F:9])[C:5]=1[NH:12][C:13](=[O:22])[CH2:14][CH2:15][CH:16]1[CH2:21][CH2:20][CH2:19][CH2:18][CH2:17]1. The yield is 0.330.